Dataset: Forward reaction prediction with 1.9M reactions from USPTO patents (1976-2016). Task: Predict the product of the given reaction. (1) The product is: [F:15][C:16]1[CH:17]=[CH:18][C:19]([O:22][C:23]2[CH:24]=[C:25]([C:30]([NH:32][C:33]3[N:38]=[CH:37][C:36]([C:39]([O:41][CH3:42])=[O:40])=[CH:35][CH:34]=3)=[O:31])[CH:26]=[C:27]([O:29][C@@H:44]([CH3:45])[C:43]#[CH:48])[CH:28]=2)=[CH:20][CH:21]=1. Given the reactants N(C(OC(C)C)=O)=NC(OC(C)C)=O.[F:15][C:16]1[CH:21]=[CH:20][C:19]([O:22][C:23]2[CH:24]=[C:25]([C:30]([NH:32][C:33]3[N:38]=[CH:37][C:36]([C:39]([O:41][CH3:42])=[O:40])=[CH:35][CH:34]=3)=[O:31])[CH:26]=[C:27]([OH:29])[CH:28]=2)=[CH:18][CH:17]=1.[C:43]1(P([C:43]2[CH:48]=CC=[CH:45][CH:44]=2)[C:43]2[CH:48]=CC=[CH:45][CH:44]=2)[CH:48]=CC=[CH:45][CH:44]=1.CC(O)C#C, predict the reaction product. (2) Given the reactants [NH2:1][C:2]1[S:3][CH:4]=[C:5]([CH2:7][C:8]([O:10][CH2:11][CH3:12])=[O:9])[N:6]=1.C(N(CC)CC)C.[C:20](O[C:20]([O:22][C:23]([CH3:26])([CH3:25])[CH3:24])=[O:21])([O:22][C:23]([CH3:26])([CH3:25])[CH3:24])=[O:21], predict the reaction product. The product is: [C:23]([O:22][C:20]([NH:1][C:2]1[S:3][CH:4]=[C:5]([CH2:7][C:8]([O:10][CH2:11][CH3:12])=[O:9])[N:6]=1)=[O:21])([CH3:26])([CH3:25])[CH3:24]. (3) Given the reactants C(OC([NH:8][C:9]1[CH:10]=[N:11][CH:12]=[CH:13][C:14]=1[N:15]1[CH2:20][C@H:19]([CH3:21])[C@H:18]([C:22]#[N:23])[C@H:17]([NH:24][C:25](=[O:31])[O:26][C:27]([CH3:30])([CH3:29])[CH3:28])[CH2:16]1)=O)(C)(C)C.Cl.O1CCOCC1.CCN(C(C)C)C(C)C.C(ON1C(=O)CCC1=O)(OC(C)(C)C)=O, predict the reaction product. The product is: [NH2:8][C:9]1[CH:10]=[N:11][CH:12]=[CH:13][C:14]=1[N:15]1[CH2:20][C@H:19]([CH3:21])[C@H:18]([C:22]#[N:23])[C@H:17]([NH:24][C:25](=[O:31])[O:26][C:27]([CH3:30])([CH3:29])[CH3:28])[CH2:16]1. (4) Given the reactants [CH:1]([C:3]1[CH:4]=[N:5][CH:6]=[CH:7][C:8]=1[C:9]1[CH:10]=[C:11]([CH:14]=[CH:15][CH:16]=1)[C:12]#[N:13])=[O:2].[F:17][C:18]1[CH:19]=[C:20]([Mg]Br)[CH:21]=[CH:22][C:23]=1[F:24], predict the reaction product. The product is: [F:17][C:18]1[CH:19]=[C:20]([CH:1]([OH:2])[C:3]2[CH:4]=[N:5][CH:6]=[CH:7][C:8]=2[C:9]2[CH:10]=[C:11]([CH:14]=[CH:15][CH:16]=2)[C:12]#[N:13])[CH:21]=[CH:22][C:23]=1[F:24]. (5) Given the reactants [CH3:1][O:2][C:3]1[CH:8]=[CH:7][C:6]([C:9]2[C:17]3[C:16]([O:18][CH:19]([CH3:23])[CH2:20][NH:21][CH3:22])=[N:15][CH:14]=[N:13][C:12]=3[O:11][C:10]=2[C:24]2[CH:29]=[CH:28][CH:27]=[CH:26][CH:25]=2)=[CH:5][CH:4]=1.C(N(CC)CC)C.[CH3:37][O:38][C:39](=[O:44])[CH2:40][CH2:41][CH2:42]Br, predict the reaction product. The product is: [CH3:37][O:38][C:39](=[O:44])[CH2:40][CH2:41][CH2:42][N:21]([CH2:20][CH:19]([O:18][C:16]1[C:17]2[C:9]([C:6]3[CH:7]=[CH:8][C:3]([O:2][CH3:1])=[CH:4][CH:5]=3)=[C:10]([C:24]3[CH:29]=[CH:28][CH:27]=[CH:26][CH:25]=3)[O:11][C:12]=2[N:13]=[CH:14][N:15]=1)[CH3:23])[CH3:22]. (6) Given the reactants ClCS([O:6][C:7]1[C:8]([C:23]([NH:25][CH2:26][C:27]2[CH:32]=[CH:31][C:30]([F:33])=[CH:29][CH:28]=2)=[O:24])=[N:9][C:10]([C:14]([NH:17][S:18]([CH2:21]Cl)(=[O:20])=[O:19])([CH3:16])[CH3:15])=[N:11][C:12]=1[OH:13])(=O)=O.C([O-])([O-])=O.[Cs+].[Cs+], predict the reaction product. The product is: [F:33][C:30]1[CH:29]=[CH:28][C:27]([CH2:26][NH:25][C:23]([C:8]2[N:9]=[C:10]3[N:11]([C:12](=[O:13])[C:7]=2[OH:6])[CH2:21][S:18](=[O:19])(=[O:20])[NH:17][C:14]3([CH3:16])[CH3:15])=[O:24])=[CH:32][CH:31]=1.